This data is from Full USPTO retrosynthesis dataset with 1.9M reactions from patents (1976-2016). The task is: Predict the reactants needed to synthesize the given product. (1) Given the product [C:19]([C:9]1[C@@H:10]([C:11]2[CH:16]=[CH:15][C:14]([C:17]#[N:18])=[CH:13][CH:12]=2)[N:5]2[N:4]=[C:3]([NH:2][C:39]([CH:33]3[CH2:38][CH2:37][CH2:36][CH2:35][CH2:34]3)=[O:40])[N:32]=[C:6]2[N:7]([C:22]2[CH:27]=[CH:26][CH:25]=[C:24]([C:28]([F:29])([F:31])[F:30])[CH:23]=2)[C:8]=1[CH3:21])#[N:20], predict the reactants needed to synthesize it. The reactants are: Cl.[NH2:2][C:3]1[N:32]=[C:6]2[N:7]([C:22]3[CH:27]=[CH:26][CH:25]=[C:24]([C:28]([F:31])([F:30])[F:29])[CH:23]=3)[C:8]([CH3:21])=[C:9]([C:19]#[N:20])[C@@H:10]([C:11]3[CH:16]=[CH:15][C:14]([C:17]#[N:18])=[CH:13][CH:12]=3)[N:5]2[N:4]=1.[CH:33]1([C:39](Cl)=[O:40])[CH2:38][CH2:37][CH2:36][CH2:35][CH2:34]1. (2) Given the product [C:23]([NH:22][CH2:21][CH2:20][N:6]([C:7](=[O:19])[CH2:8][CH2:9][N:10]1[CH:18]=[C:16]([CH3:17])[C:14](=[O:15])[NH:13][C:11]1=[O:12])[CH2:5][C:4]([OH:30])=[O:3])([O:25][C:26]([CH3:28])([CH3:29])[CH3:27])=[O:24], predict the reactants needed to synthesize it. The reactants are: C([O:3][C:4](=[O:30])[CH2:5][N:6]([CH2:20][CH2:21][NH:22][C:23]([O:25][C:26]([CH3:29])([CH3:28])[CH3:27])=[O:24])[C:7](=[O:19])[CH2:8][CH2:9][N:10]1[CH:18]=[C:16]([CH3:17])[C:14](=[O:15])[NH:13][C:11]1=[O:12])C.[OH-].[Na+]. (3) Given the product [CH2:1]([C:3]1[CH:11]=[CH:10][C:6]([C:7]2[NH:29][C:27](=[S:28])[NH:26][N:25]=2)=[C:5]([O:12][CH3:13])[CH:4]=1)[CH3:2], predict the reactants needed to synthesize it. The reactants are: [CH2:1]([C:3]1[CH:11]=[CH:10][C:6]([C:7](O)=O)=[C:5]([O:12][CH3:13])[CH:4]=1)[CH3:2].CCN=C=NCCCN(C)C.[NH2:25][NH:26][C:27]([NH2:29])=[S:28]. (4) Given the product [Cl:15][CH2:14][CH2:13][CH2:12][CH2:11][N:1]1[C:5]2[CH:6]=[CH:7][CH:8]=[CH:9][C:4]=2[N:3]=[CH:2]1, predict the reactants needed to synthesize it. The reactants are: [NH:1]1[C:5]2[CH:6]=[CH:7][CH:8]=[CH:9][C:4]=2[N:3]=[CH:2]1.Br[CH2:11][CH2:12][CH2:13][CH2:14][Cl:15]. (5) Given the product [CH3:13][C:12]1[C:6]2[NH:7][CH2:8][CH2:9][O:10][C:5]=2[CH:4]=[CH:3][C:2]=1[OH:1], predict the reactants needed to synthesize it. The reactants are: [OH:1][C:2]1[CH:3]=[CH:4][C:5]2[O:10][CH2:9][C:8](=O)[NH:7][C:6]=2[C:12]=1[CH3:13].CO. (6) Given the product [CH3:23][O:22][C:20](=[O:21])[NH:1][CH2:2][CH2:3][CH:4]([OH:9])[CH:5]=[C:6]([CH3:8])[CH3:7], predict the reactants needed to synthesize it. The reactants are: [NH2:1][CH2:2][CH2:3][CH:4]([OH:9])[CH:5]=[C:6]([CH3:8])[CH3:7].C(N(C(C)C)CC)(C)C.Cl[C:20]([O:22][CH3:23])=[O:21].C(=O)([O-])O.[Na+]. (7) Given the product [NH2:19][C:15]1[CH:14]=[C:13]([NH:12][C:7]2[C:8]3[C:3](=[C:2]([Br:1])[CH:11]=[CH:10][CH:9]=3)[CH:4]=[CH:5][N:6]=2)[CH:18]=[CH:17][CH:16]=1, predict the reactants needed to synthesize it. The reactants are: [Br:1][C:2]1[CH:11]=[CH:10][CH:9]=[C:8]2[C:3]=1[CH:4]=[CH:5][N:6]=[C:7]2[NH:12][C:13]1[CH:18]=[CH:17][CH:16]=[C:15]([N+:19]([O-])=O)[CH:14]=1.[Cl-].[NH4+].